Dataset: NCI-60 drug combinations with 297,098 pairs across 59 cell lines. Task: Regression. Given two drug SMILES strings and cell line genomic features, predict the synergy score measuring deviation from expected non-interaction effect. Drug 1: COC1=NC(=NC2=C1N=CN2C3C(C(C(O3)CO)O)O)N. Drug 2: CS(=O)(=O)OCCCCOS(=O)(=O)C. Cell line: SN12C. Synergy scores: CSS=7.06, Synergy_ZIP=-2.83, Synergy_Bliss=0.419, Synergy_Loewe=0.981, Synergy_HSA=1.47.